From a dataset of Full USPTO retrosynthesis dataset with 1.9M reactions from patents (1976-2016). Predict the reactants needed to synthesize the given product. The reactants are: Br[C:2]1[CH:3]=[C:4]([NH:9][C:10](=[O:28])[C:11]2[CH:16]=[CH:15][C:14]([CH2:17][N:18]3[CH2:23][CH2:22][O:21][CH2:20][CH2:19]3)=[C:13]([C:24]([F:27])([F:26])[F:25])[CH:12]=2)[CH:5]=[CH:6][C:7]=1[CH3:8].Br[C:30]1[CH:31]=[C:32]2[C:37](=[CH:38][CH:39]=1)[CH:36]=[N:35][N:34]=[CH:33]2. Given the product [CH3:8][C:7]1[CH:6]=[CH:5][C:4]([NH:9][C:10](=[O:28])[C:11]2[CH:16]=[CH:15][C:14]([CH2:17][N:18]3[CH2:19][CH2:20][O:21][CH2:22][CH2:23]3)=[C:13]([C:24]([F:25])([F:26])[F:27])[CH:12]=2)=[CH:3][C:2]=1[C:30]1[CH:31]=[C:32]2[C:37](=[CH:38][CH:39]=1)[CH:36]=[N:35][N:34]=[CH:33]2, predict the reactants needed to synthesize it.